Dataset: Reaction yield outcomes from USPTO patents with 853,638 reactions. Task: Predict the reaction yield, written as a fraction of the theoretical maximum amount of product (1.0 means a 100% yield; for example, 0.34 means a 34% yield). (1) The reactants are [CH2:1]([C:8]1[S:9][C:10]([C:35](OCC)=[O:36])=[C:11]([O:13][CH2:14][CH2:15][CH2:16][C:17]2[N:21]([CH2:22][C:23]3[CH:28]=[CH:27][C:26]([Cl:29])=[CH:25][C:24]=3[Cl:30])[N:20]=[C:19]([O:31][CH:32]([CH3:34])[CH3:33])[CH:18]=2)[N:12]=1)[C:2]1[CH:7]=[CH:6][CH:5]=[CH:4][CH:3]=1.[H-].C([Al+]CC(C)C)C(C)C.Cl. The catalyst is O1CCCC1.CCCCCC. The product is [CH2:1]([C:8]1[S:9][C:10]([CH2:35][OH:36])=[C:11]([O:13][CH2:14][CH2:15][CH2:16][C:17]2[N:21]([CH2:22][C:23]3[CH:28]=[CH:27][C:26]([Cl:29])=[CH:25][C:24]=3[Cl:30])[N:20]=[C:19]([O:31][CH:32]([CH3:33])[CH3:34])[CH:18]=2)[N:12]=1)[C:2]1[CH:7]=[CH:6][CH:5]=[CH:4][CH:3]=1. The yield is 0.710. (2) The reactants are C([O:3][C:4](=[O:29])[CH:5]([C:12]1[N:13]([C:22]2[CH:27]=[CH:26][C:25]([Cl:28])=[CH:24][CH:23]=2)[N:14]=[C:15]2[CH2:21][CH2:20][CH2:19][CH2:18][CH2:17][C:16]=12)[CH:6]1[CH2:11][CH2:10][CH2:9][CH2:8][CH2:7]1)C.[OH-].[Na+]. The catalyst is CO. The product is [Cl:28][C:25]1[CH:24]=[CH:23][C:22]([N:13]2[C:12]([CH:5]([CH:6]3[CH2:11][CH2:10][CH2:9][CH2:8][CH2:7]3)[C:4]([OH:29])=[O:3])=[C:16]3[CH2:17][CH2:18][CH2:19][CH2:20][CH2:21][C:15]3=[N:14]2)=[CH:27][CH:26]=1. The yield is 0.900. (3) The reactants are [F:1][C:2]1[CH:3]=[C:4]2[C:8](=[CH:9][CH:10]=1)[NH:7][C:6](=[O:11])[CH2:5]2.[CH:12]([C:14]1[NH:18][C:17]([CH3:19])=[C:16]([C:20]([OH:22])=[O:21])[C:15]=1[CH3:23])=O. The catalyst is N1CCCC1.C(O)C. The product is [F:1][C:2]1[CH:3]=[C:4]2[C:8](=[CH:9][CH:10]=1)[NH:7][C:6](=[O:11])[C:5]2=[CH:12][C:14]1[NH:18][C:17]([CH3:19])=[C:16]([C:20]([OH:22])=[O:21])[C:15]=1[CH3:23]. The yield is 0.915. (4) The reactants are [CH2:1]([N:8]1[C:16]2[C:11](=[CH:12][CH:13]=[CH:14][CH:15]=2)[C@:10]2([CH2:18][C@H:17]2[C:19]2[CH:27]=[C:26]3[C:22]([CH:23]=[N:24][N:25]3[CH2:28][C:29]3[CH:34]=[CH:33][CH:32]=[CH:31][CH:30]=3)=[CH:21][CH:20]=2)[C:9]1=[O:35])C1C=CC=CC=1.CS(O[C@@H](C1C=C2C(C=NN2CC2C=CC=CC=2)=CC=1)COS(C)(=O)=O)(=O)=O.CN1C2C(=CC=CC=2)CC1=O. No catalyst specified. The product is [CH2:28]([N:25]1[C:26]2[C:22](=[CH:21][CH:20]=[C:19]([C@H:17]3[C@@:10]4([C:11]5[C:16](=[CH:15][CH:14]=[CH:13][CH:12]=5)[N:8]([CH3:1])[C:9]4=[O:35])[CH2:18]3)[CH:27]=2)[CH:23]=[N:24]1)[C:29]1[CH:30]=[CH:31][CH:32]=[CH:33][CH:34]=1. The yield is 0.840. (5) The reactants are [NH2:1][C:2]1[C:19]([O:20][CH3:21])=[CH:18][C:5]2[CH2:6][CH2:7][N:8]([CH2:11][C@H:12]([OH:17])[C:13]([F:16])([F:15])[F:14])[CH2:9][CH2:10][C:4]=2[CH:3]=1.Cl[C:23]1[N:28]=[C:27]([NH:29][C@@H:30]2[C@@H:35]3[CH2:36][C@@H:32]([CH:33]=[CH:34]3)[C@@H:31]2[C:37]([NH2:39])=[O:38])[C:26]([Cl:40])=[CH:25][N:24]=1.C12(CS(O)(=O)=O)C(C)(C)C(CC1)CC2=O. The catalyst is COCCO. The product is [Cl:40][C:26]1[C:27]([NH:29][C@@H:30]2[C@@H:35]3[CH2:36][C@@H:32]([CH:33]=[CH:34]3)[C@@H:31]2[C:37]([NH2:39])=[O:38])=[N:28][C:23]([NH:1][C:2]2[C:19]([O:20][CH3:21])=[CH:18][C:5]3[CH2:6][CH2:7][N:8]([CH2:11][C@H:12]([OH:17])[C:13]([F:14])([F:15])[F:16])[CH2:9][CH2:10][C:4]=3[CH:3]=2)=[N:24][CH:25]=1. The yield is 0.440. (6) The reactants are [NH:1]1[C:9]2[CH:8]=[CH:7][N:6]=[CH:5][C:4]=2[CH:3]=[CH:2]1.Cl[CH:11](Cl)[O:12]C.[Cl-].[Cl-].[Cl-].[Al+3]. The catalyst is ClCCCl.[N+](C)([O-])=O. The product is [NH:1]1[C:9]2[CH:8]=[CH:7][N:6]=[CH:5][C:4]=2[C:3]([CH:11]=[O:12])=[CH:2]1. The yield is 0.670. (7) The reactants are [OH:1][CH:2]1[CH2:5][N:4]([C:6]2[N:7]([CH3:40])[C:8](=[O:39])[C:9]3[C:14]([C:15]4[CH:20]=[CH:19][CH:18]=[CH:17][CH:16]=4)=[C:13]([C:21]4[CH:26]=[CH:25][C:24]([C:27]5([NH:31]C(=O)OC(C)(C)C)[CH2:30][CH2:29][CH2:28]5)=[CH:23][CH:22]=4)[O:12][C:10]=3[N:11]=2)[CH2:3]1.C(O)(C(F)(F)F)=O. The catalyst is C(Cl)Cl. The product is [NH2:31][C:27]1([C:24]2[CH:23]=[CH:22][C:21]([C:13]3[O:12][C:10]4[N:11]=[C:6]([N:4]5[CH2:3][CH:2]([OH:1])[CH2:5]5)[N:7]([CH3:40])[C:8](=[O:39])[C:9]=4[C:14]=3[C:15]3[CH:20]=[CH:19][CH:18]=[CH:17][CH:16]=3)=[CH:26][CH:25]=2)[CH2:28][CH2:29][CH2:30]1. The yield is 0.100. (8) The reactants are [Cl:1][S:2]([OH:5])(=O)=[O:3].[C:6]([OH:16])(=[O:15])[CH:7]=[CH:8][C:9]1[CH:14]=[CH:13][CH:12]=[CH:11][CH:10]=1.Cl. No catalyst specified. The product is [Cl:1][S:2]([C:12]1[CH:13]=[CH:14][C:9]([CH:8]=[CH:7][C:6]([OH:16])=[O:15])=[CH:10][CH:11]=1)(=[O:5])=[O:3]. The yield is 0.200. (9) The reactants are [CH:1]([C:4]1[N:8]2[CH:9]=[C:10]([S:13][C:14]3[CH:19]=[CH:18][CH:17]=[CH:16][C:15]=3[CH2:20][OH:21])[CH:11]=[CH:12][C:7]2=[N:6][N:5]=1)([CH3:3])[CH3:2].[CH2:22]([N:24]=[C:25]=[O:26])[CH3:23]. The catalyst is ClCCl. The product is [CH:1]([C:4]1[N:8]2[CH:9]=[C:10]([S:13][C:14]3[CH:19]=[CH:18][CH:17]=[CH:16][C:15]=3[CH2:20][O:21][C:25](=[O:26])[NH:24][CH2:22][CH3:23])[CH:11]=[CH:12][C:7]2=[N:6][N:5]=1)([CH3:3])[CH3:2]. The yield is 0.820.